From a dataset of NCI-60 drug combinations with 297,098 pairs across 59 cell lines. Regression. Given two drug SMILES strings and cell line genomic features, predict the synergy score measuring deviation from expected non-interaction effect. (1) Drug 1: CC1=C(C=C(C=C1)NC2=NC=CC(=N2)N(C)C3=CC4=NN(C(=C4C=C3)C)C)S(=O)(=O)N.Cl. Drug 2: CCC(=C(C1=CC=CC=C1)C2=CC=C(C=C2)OCCN(C)C)C3=CC=CC=C3.C(C(=O)O)C(CC(=O)O)(C(=O)O)O. Cell line: A498. Synergy scores: CSS=1.21, Synergy_ZIP=0.384, Synergy_Bliss=2.79, Synergy_Loewe=-2.23, Synergy_HSA=-0.595. (2) Drug 1: C1=NC2=C(N1)C(=S)N=CN2. Drug 2: C1C(C(OC1N2C=NC3=C2NC=NCC3O)CO)O. Cell line: RPMI-8226. Synergy scores: CSS=43.5, Synergy_ZIP=-2.53, Synergy_Bliss=-3.38, Synergy_Loewe=-20.1, Synergy_HSA=-1.43. (3) Drug 1: C1=NC2=C(N=C(N=C2N1C3C(C(C(O3)CO)O)F)Cl)N. Drug 2: C#CCC(CC1=CN=C2C(=N1)C(=NC(=N2)N)N)C3=CC=C(C=C3)C(=O)NC(CCC(=O)O)C(=O)O. Cell line: A549. Synergy scores: CSS=33.7, Synergy_ZIP=2.77, Synergy_Bliss=-0.163, Synergy_Loewe=-30.1, Synergy_HSA=-1.12. (4) Drug 1: C1=CC(=CC=C1CCC2=CNC3=C2C(=O)NC(=N3)N)C(=O)NC(CCC(=O)O)C(=O)O. Drug 2: CS(=O)(=O)OCCCCOS(=O)(=O)C. Cell line: MDA-MB-231. Synergy scores: CSS=9.83, Synergy_ZIP=-8.16, Synergy_Bliss=-2.19, Synergy_Loewe=-4.28, Synergy_HSA=-1.88. (5) Drug 2: COC1=NC(=NC2=C1N=CN2C3C(C(C(O3)CO)O)O)N. Synergy scores: CSS=12.1, Synergy_ZIP=-4.75, Synergy_Bliss=-0.221, Synergy_Loewe=-13.8, Synergy_HSA=-2.89. Drug 1: C1=NC2=C(N=C(N=C2N1C3C(C(C(O3)CO)O)O)F)N. Cell line: 786-0. (6) Drug 1: CC1=C(C=C(C=C1)NC2=NC=CC(=N2)N(C)C3=CC4=NN(C(=C4C=C3)C)C)S(=O)(=O)N.Cl. Drug 2: CS(=O)(=O)CCNCC1=CC=C(O1)C2=CC3=C(C=C2)N=CN=C3NC4=CC(=C(C=C4)OCC5=CC(=CC=C5)F)Cl. Cell line: HCC-2998. Synergy scores: CSS=-15.3, Synergy_ZIP=6.76, Synergy_Bliss=-3.61, Synergy_Loewe=-16.1, Synergy_HSA=-15.7.